From a dataset of Reaction yield outcomes from USPTO patents with 853,638 reactions. Predict the reaction yield, written as a fraction of the theoretical maximum amount of product (1.0 means a 100% yield; for example, 0.34 means a 34% yield). (1) The reactants are [NH2:1][C:2]1[CH:3]=[C:4]([CH3:17])[CH:5]=[C:6]2[C:10]=1[NH:9][C:8]([C:11]1[CH:16]=[CH:15][CH:14]=[CH:13][N:12]=1)=[CH:7]2.CCN(CC)CC.[C:25](Cl)(=[O:32])[C:26]1[CH:31]=[CH:30][CH:29]=[CH:28][CH:27]=1. The catalyst is ClCCl.O. The product is [CH3:17][C:4]1[CH:5]=[C:6]2[C:10](=[C:2]([NH:1][C:25](=[O:32])[C:26]3[CH:31]=[CH:30][CH:29]=[CH:28][CH:27]=3)[CH:3]=1)[NH:9][C:8]([C:11]1[CH:16]=[CH:15][CH:14]=[CH:13][N:12]=1)=[CH:7]2. The yield is 0.270. (2) The reactants are [Cl:1][C:2]1[CH:3]=[C:4]([CH:15]=[CH:16][C:17]=1[C:18]([F:21])([F:20])[F:19])[O:5][C:6]1[CH:11]=[CH:10][C:9]([CH2:12][CH2:13][NH2:14])=[CH:8][CH:7]=1.[CH3:22][C:23]1[N:28]=[CH:27][C:26]([CH2:29][C:30]2[C:31](=[O:38])[N:32]=[C:33](SC)[NH:34][CH:35]=2)=[CH:25][N:24]=1. The catalyst is C(O)C. The product is [Cl:1][C:2]1[CH:3]=[C:4]([CH:15]=[CH:16][C:17]=1[C:18]([F:19])([F:20])[F:21])[O:5][C:6]1[CH:11]=[CH:10][C:9]([CH2:12][CH2:13][NH:14][C:33]2[NH:34][CH:35]=[C:30]([CH2:29][C:26]3[CH:27]=[N:28][C:23]([CH3:22])=[N:24][CH:25]=3)[C:31](=[O:38])[N:32]=2)=[CH:8][CH:7]=1. The yield is 0.440. (3) The reactants are [F:1][C:2]1[CH:3]=[C:4]2[C:8](=[CH:9][CH:10]=1)[NH:7][C:6](=[O:11])[C:5]2=[C:12]1[C:20]2[C:15](=[N:16][C:17]([CH:21]=[CH2:22])=[CH:18][CH:19]=2)[CH2:14][O:13]1.[NH:23]1[CH2:33][CH2:32][CH:26]([C:27]([O:29][CH2:30][CH3:31])=[O:28])[CH2:25][CH2:24]1. No catalyst specified. The product is [CH2:30]([O:29][C:27]([CH:26]1[CH2:32][CH2:33][N:23]([CH2:22][CH2:21][C:17]2[N:16]=[C:15]3[CH2:14][O:13][C:12](=[C:5]4[C:4]5[C:8](=[CH:9][CH:10]=[C:2]([F:1])[CH:3]=5)[NH:7][C:6]4=[O:11])[C:20]3=[CH:19][CH:18]=2)[CH2:24][CH2:25]1)=[O:28])[CH3:31]. The yield is 0.260. (4) The reactants are [F:1][C:2]1[CH:7]=[CH:6][CH:5]=[CH:4][C:3]=1[C:8]1[CH:13]=[CH:12][C:11]([C:14](O)=[O:15])=[CH:10][C:9]=1[C:17]([O:19][CH3:20])=[O:18]. The catalyst is C1COCC1. The product is [F:1][C:2]1[CH:7]=[CH:6][CH:5]=[CH:4][C:3]=1[C:8]1[C:9]([C:17]([O:19][CH3:20])=[O:18])=[CH:10][C:11]([CH2:14][OH:15])=[CH:12][CH:13]=1. The yield is 1.00.